This data is from Full USPTO retrosynthesis dataset with 1.9M reactions from patents (1976-2016). The task is: Predict the reactants needed to synthesize the given product. (1) Given the product [NH2:1][C:2]1[CH:3]=[C:4]([CH:8]=[CH:9][C:10]=1[Br:11])[C:5]([NH:23][C:21]1[S:22][C:18]([C:12]2[CH:17]=[CH:16][CH:15]=[CH:14][CH:13]=2)=[N:19][N:20]=1)=[O:7], predict the reactants needed to synthesize it. The reactants are: [NH2:1][C:2]1[CH:3]=[C:4]([CH:8]=[CH:9][C:10]=1[Br:11])[C:5]([OH:7])=O.[C:12]1([C:18]2[S:22][C:21]([NH2:23])=[N:20][N:19]=2)[CH:17]=[CH:16][CH:15]=[CH:14][CH:13]=1.F[P-](F)(F)(F)(F)F.N1(O[P+](N2CCCC2)(N2CCCC2)N2CCCC2)C2C=CC=CC=2N=N1.C(N(C(C)C)CC)(C)C. (2) Given the product [Cl:8][C:5]1[CH:6]=[CH:7][C:2]([NH:1][S:25]([C:22]2[CH:21]=[CH:20][C:19]([C:18]([F:17])([F:29])[F:30])=[CH:24][CH:23]=2)(=[O:27])=[O:26])=[C:3]([C:9]([C:11]2[CH:16]=[CH:15][N:14]=[CH:13][CH:12]=2)=[O:10])[CH:4]=1, predict the reactants needed to synthesize it. The reactants are: [NH2:1][C:2]1[CH:7]=[CH:6][C:5]([Cl:8])=[CH:4][C:3]=1[C:9]([C:11]1[CH:16]=[CH:15][N:14]=[CH:13][CH:12]=1)=[O:10].[F:17][C:18]([F:30])([F:29])[C:19]1[CH:24]=[CH:23][C:22]([S:25](Cl)(=[O:27])=[O:26])=[CH:21][CH:20]=1.